From a dataset of Reaction yield outcomes from USPTO patents with 853,638 reactions. Predict the reaction yield, written as a fraction of the theoretical maximum amount of product (1.0 means a 100% yield; for example, 0.34 means a 34% yield). (1) The reactants are [OH:1][CH2:2][CH:3]1[CH:7]2[O:8][C:9]([CH3:12])([CH3:11])[O:10][CH:6]2[CH:5]([N:13]2[CH:21]=[N:20][C:19]3[C:14]2=[N:15][CH:16]=[N:17][C:18]=3[NH:22][C:23]([NH:25][C:26]2[CH:31]=[CH:30][CH:29]=[CH:28][CH:27]=2)=[O:24])[O:4]1.CC(C)([O-])C.[K+].Cl[C:39]1[N:47]=[CH:46][CH:45]=[CH:44][C:40]=1[C:41]([OH:43])=[O:42]. The catalyst is CN(C=O)C. The product is [CH3:12][C:9]1([CH3:11])[O:10][CH:6]2[CH:5]([N:13]3[CH:21]=[N:20][C:19]4[C:14]3=[N:15][CH:16]=[N:17][C:18]=4[NH:22][C:23]([NH:25][C:26]3[CH:31]=[CH:30][CH:29]=[CH:28][CH:27]=3)=[O:24])[O:4][CH:3]([CH2:2][O:1][C:39]3[N:47]=[CH:46][CH:45]=[CH:44][C:40]=3[C:41]([OH:43])=[O:42])[CH:7]2[O:8]1. The yield is 0.270. (2) The reactants are [H-].[Na+].[CH2:3]([O:5][C:6]([C:8]1[C:12]([CH3:13])=[N:11][NH:10][N:9]=1)=[O:7])[CH3:4].Cl[CH:15]([F:17])[F:16]. The catalyst is CCCC(C)C.O1CCCC1. The product is [CH2:3]([O:5][C:6]([C:8]1[C:12]([CH3:13])=[N:11][N:10]([CH:15]([F:17])[F:16])[N:9]=1)=[O:7])[CH3:4]. The yield is 0.490.